This data is from Full USPTO retrosynthesis dataset with 1.9M reactions from patents (1976-2016). The task is: Predict the reactants needed to synthesize the given product. (1) The reactants are: [OH:1][CH2:2][CH2:3][CH2:4][NH:5][C:6](=[O:12])[O:7][C:8]([CH3:11])([CH3:10])[CH3:9].N1C=CC=CC=1.[C:19](OC(=O)C)(=[O:21])[CH3:20]. Given the product [C:19]([O:1][CH2:2][CH2:3][CH2:4][NH:5][C:6]([O:7][C:8]([CH3:9])([CH3:11])[CH3:10])=[O:12])(=[O:21])[CH3:20], predict the reactants needed to synthesize it. (2) Given the product [F:15][C:12]1[CH:13]=[CH:14][C:5]2[O:4][C:3]3[CH:16]=[CH:17][CH:18]=[CH:19][C:2]=3[NH:1][C:7](=[O:8])[C:6]=2[CH:11]=1, predict the reactants needed to synthesize it. The reactants are: [NH2:1][C:2]1[CH:19]=[CH:18][CH:17]=[CH:16][C:3]=1[O:4][C:5]1[CH:14]=[CH:13][C:12]([F:15])=[CH:11][C:6]=1[C:7](OC)=[O:8].C[Al](C)C.C1(C)C=CC=CC=1.O. (3) The reactants are: C[O:2][C:3](=O)[CH2:4][O:5][C:6]1[N:27]=[CH:26][C:9]2[C:10]3[N:14]([CH2:15][CH2:16][O:17][C:8]=2[CH:7]=1)[CH:13]=[C:12]([C:18]1[N:19]([CH:23]([CH3:25])[CH3:24])[N:20]=[CH:21][N:22]=1)[N:11]=3.[NH3:29]. Given the product [CH:23]([N:19]1[C:18]([C:12]2[N:11]=[C:10]3[C:9]4[CH:26]=[N:27][C:6]([O:5][CH2:4][C:3]([NH2:29])=[O:2])=[CH:7][C:8]=4[O:17][CH2:16][CH2:15][N:14]3[CH:13]=2)=[N:22][CH:21]=[N:20]1)([CH3:25])[CH3:24], predict the reactants needed to synthesize it. (4) Given the product [F:20][C:21]([F:32])([F:31])[C:2]1[CH:3]=[CH:4][CH:5]=[C:6]2[C:10]=1[NH:9][C:8]([B:11]1[O:15][C:14]([CH3:17])([CH3:16])[C:13]([CH3:19])([CH3:18])[O:12]1)=[CH:7]2, predict the reactants needed to synthesize it. The reactants are: Cl[C:2]1[CH:3]=[CH:4][CH:5]=[C:6]2[C:10]=1[NH:9][C:8]([B:11]1[O:15][C:14]([CH3:17])([CH3:16])[C:13]([CH3:19])([CH3:18])[O:12]1)=[CH:7]2.[F:20][C:21]([F:32])([F:31])C1C=CC=C2C=1NC=C2. (5) Given the product [F:1][C:2]1[CH:7]=[CH:6][C:5]([C:8]2[NH:12][CH:11]=[C:10]([C:13]([OH:15])=[O:14])[C:9]=2[CH3:17])=[C:4]([C:18]([F:21])([F:19])[F:20])[CH:3]=1, predict the reactants needed to synthesize it. The reactants are: [F:1][C:2]1[CH:7]=[CH:6][C:5]([C:8]2[NH:12][CH:11]=[C:10]([C:13]([O:15]C)=[O:14])[C:9]=2[CH3:17])=[C:4]([C:18]([F:21])([F:20])[F:19])[CH:3]=1.[OH-].[Na+].Cl.